From a dataset of Reaction yield outcomes from USPTO patents with 853,638 reactions. Predict the reaction yield, written as a fraction of the theoretical maximum amount of product (1.0 means a 100% yield; for example, 0.34 means a 34% yield). (1) The reactants are [N:1]1[CH:6]=[CH:5][CH:4]=[C:3]2[C:7](=O)[C:8]3[C:13]([C:2]=12)=[CH:12][CH:11]=[CH:10][CH:9]=3.O.NN. The catalyst is C(O)COCCO. The product is [N:1]1[CH:6]=[CH:5][CH:4]=[C:3]2[CH2:7][C:8]3[C:13]([C:2]=12)=[CH:12][CH:11]=[CH:10][CH:9]=3. The yield is 0.810. (2) The reactants are [CH2:1]([O:3][C:4]([C:6]1[CH2:7][N:8]([CH2:20][C:21]2[CH:26]=[CH:25][CH:24]=[CH:23][CH:22]=2)[CH2:9][CH2:10][C:11]=1OS(C(F)(F)F)(=O)=O)=[O:5])[CH3:2].C(=O)([O-])[O-].[K+].[K+].[C:33]1([C:42]2[CH:47]=[CH:46][CH:45]=[CH:44][CH:43]=2)[CH:38]=[CH:37][C:36](B(O)O)=[CH:35][CH:34]=1. The catalyst is O1CCCC1.C1C=CC([P]([Pd]([P](C2C=CC=CC=2)(C2C=CC=CC=2)C2C=CC=CC=2)([P](C2C=CC=CC=2)(C2C=CC=CC=2)C2C=CC=CC=2)[P](C2C=CC=CC=2)(C2C=CC=CC=2)C2C=CC=CC=2)(C2C=CC=CC=2)C2C=CC=CC=2)=CC=1. The product is [CH2:1]([O:3][C:4]([C:6]1[CH2:7][N:8]([CH2:20][C:21]2[CH:26]=[CH:25][CH:24]=[CH:23][CH:22]=2)[CH2:9][CH2:10][C:11]=1[C:45]1[CH:46]=[CH:47][C:42]([C:33]2[CH:38]=[CH:37][CH:36]=[CH:35][CH:34]=2)=[CH:43][CH:44]=1)=[O:5])[CH3:2]. The yield is 0.800. (3) The reactants are C([O:3][C:4]([C:6]1[C:11]([Cl:12])=[CH:10][C:9](=[O:13])[N:8]([CH3:14])[CH:7]=1)=[O:5])C.C1COCC1.[Li+].[OH-].Cl. The catalyst is CO. The product is [Cl:12][C:11]1[C:6]([C:4]([OH:5])=[O:3])=[CH:7][N:8]([CH3:14])[C:9](=[O:13])[CH:10]=1. The yield is 0.910. (4) The reactants are [N+:1]([C:4]1[CH:5]=[C:6]([CH2:10][C:11]([OH:13])=O)[CH:7]=[CH:8][CH:9]=1)([O-:3])=[O:2].C1N=[CH:17][N:16](C(N2C=NC=C2)=O)[CH:15]=1.Cl.CNC.CCN(CC)CC. The catalyst is C1COCC1. The product is [CH3:15][N:16]([CH3:17])[C:11](=[O:13])[CH2:10][C:6]1[CH:7]=[CH:8][CH:9]=[C:4]([N+:1]([O-:3])=[O:2])[CH:5]=1. The yield is 0.840. (5) The reactants are C(O[C:6]([N:8]1[CH2:13][CH2:12][N:11](C2C(=O)N(CC(C)C)N=C(C3C=CC(C)=C(F)C=3)C=2C)[CH2:10][CH2:9]1)=O)(C)(C)C.[Cl:34][C:35]1[CH:63]=[CH:62][C:38]([CH2:39][N:40]2[C:45](=[O:46])[C:44]([CH2:47]OS(C)(=O)=O)=[CH:43][C:42]([C:53]3[CH:58]=[CH:57][C:56]([O:59][CH3:60])=[C:55]([F:61])[CH:54]=3)=[N:41]2)=[CH:37][CH:36]=1.CN1CCNCC1. No catalyst specified. The product is [Cl:34][C:35]1[CH:36]=[CH:37][C:38]([CH2:39][N:40]2[C:45](=[O:46])[C:44]([CH2:47][N:11]3[CH2:12][CH2:13][N:8]([CH3:6])[CH2:9][CH2:10]3)=[CH:43][C:42]([C:53]3[CH:58]=[CH:57][C:56]([O:59][CH3:60])=[C:55]([F:61])[CH:54]=3)=[N:41]2)=[CH:62][CH:63]=1. The yield is 0.395. (6) The product is [NH2:1][CH:2]([C:7]1[CH:12]=[CH:11][CH:10]=[C:9]([F:13])[CH:8]=1)[CH2:3][C:4]([O:6][CH2:19][CH2:20][CH3:21])=[O:5]. The yield is 0.915. The reactants are [NH2:1][CH:2]([C:7]1[CH:12]=[CH:11][CH:10]=[C:9]([F:13])[CH:8]=1)[CH2:3][C:4]([OH:6])=[O:5].S(=O)(=O)(O)O.[CH2:19](O)[CH2:20][CH3:21]. No catalyst specified. (7) The reactants are [CH3:1][O:2][C:3]1[CH:8]=[CH:7][C:6](B(O)O)=[CH:5][N:4]=1.[NH2:12][C:13]1[N:14]=[C:15]([N:24]2[CH2:29][CH2:28][N:27]([C:30](=[O:40])[CH2:31][O:32][C:33]3[CH:38]=[CH:37][C:36]([Cl:39])=[CH:35][CH:34]=3)[CH2:26][CH2:25]2)[C:16]2[N:22]=[C:21](Cl)[CH:20]=[CH:19][C:17]=2[N:18]=1. No catalyst specified. The product is [NH2:12][C:13]1[N:14]=[C:15]([N:24]2[CH2:25][CH2:26][N:27]([C:30](=[O:40])[CH2:31][O:32][C:33]3[CH:38]=[CH:37][C:36]([Cl:39])=[CH:35][CH:34]=3)[CH2:28][CH2:29]2)[C:16]2[N:22]=[C:21]([C:6]3[CH:7]=[CH:8][C:3]([O:2][CH3:1])=[N:4][CH:5]=3)[CH:20]=[CH:19][C:17]=2[N:18]=1. The yield is 0.860. (8) The yield is 0.840. The catalyst is C(OCC)C. The reactants are [CH:1]([C:4]1[CH:5]=[C:6]([C:12]([OH:14])=O)[O:7][C:8]=1[CH:9]([CH3:11])[CH3:10])([CH3:3])[CH3:2].[CH3:15][Li].[Cl-].[NH4+]. The product is [C:12]([C:6]1[O:7][C:8]([CH:9]([CH3:10])[CH3:11])=[C:4]([CH:1]([CH3:2])[CH3:3])[CH:5]=1)(=[O:14])[CH3:15].